From a dataset of Reaction yield outcomes from USPTO patents with 853,638 reactions. Predict the reaction yield, written as a fraction of the theoretical maximum amount of product (1.0 means a 100% yield; for example, 0.34 means a 34% yield). (1) The reactants are [CH2:1]([O:3][C:4]1[CH:11]=[C:10]([O:12][CH2:13][CH3:14])[CH:9]=[CH:8][C:5]=1[CH:6]=O)[CH3:2].C([O-])(=O)C.[Na+].[N+:20](CC)([O-])=O. The catalyst is C(O)(=O)C. The product is [CH2:1]([O:3][C:4]1[CH:11]=[C:10]([O:12][CH2:13][CH3:14])[CH:9]=[CH:8][C:5]=1[C:6]#[N:20])[CH3:2]. The yield is 0.380. (2) The reactants are [CH:1]1([C:4]2[N:9]=[C:8]([C:10]3[C:18]4[C:13](=[CH:14][CH:15]=[C:16]([C:19]5[O:23][C:22]([NH:24]CC6C=CC(OC)=CC=6)=[N:21][N:20]=5)[CH:17]=4)[N:12]([S:34]([C:37]4[CH:43]=[CH:42][C:40]([CH3:41])=[CH:39][CH:38]=4)(=[O:36])=[O:35])[CH:11]=3)[CH:7]=[N:6][CH:5]=2)[CH2:3][CH2:2]1. The catalyst is C(O)(C(F)(F)F)=O. The product is [CH:1]1([C:4]2[N:9]=[C:8]([C:10]3[C:18]4[C:13](=[CH:14][CH:15]=[C:16]([C:19]5[O:23][C:22]([NH2:24])=[N:21][N:20]=5)[CH:17]=4)[N:12]([S:34]([C:37]4[CH:38]=[CH:39][C:40]([CH3:41])=[CH:42][CH:43]=4)(=[O:36])=[O:35])[CH:11]=3)[CH:7]=[N:6][CH:5]=2)[CH2:2][CH2:3]1. The yield is 0.690. (3) The reactants are [CH3:1][C:2]1([CH3:34])[S:7][CH2:6][CH2:5][N:4]([S:8]([C:11]2[CH:16]=[CH:15][C:14]([O:17][CH2:18][C:19]#[C:20][CH2:21][CH2:22][O:23][CH:24]3[CH2:29][CH2:28][CH2:27][CH2:26][O:25]3)=[CH:13][CH:12]=2)(=[O:10])=[O:9])[CH:3]1[C:30]([O:32]C)=[O:31].[OH-].[Na+].CO. The catalyst is C1COCC1. The product is [CH3:1][C:2]1([CH3:34])[S:7][CH2:6][CH2:5][N:4]([S:8]([C:11]2[CH:12]=[CH:13][C:14]([O:17][CH2:18][C:19]#[C:20][CH2:21][CH2:22][O:23][CH:24]3[CH2:29][CH2:28][CH2:27][CH2:26][O:25]3)=[CH:15][CH:16]=2)(=[O:10])=[O:9])[CH:3]1[C:30]([OH:32])=[O:31]. The yield is 0.840.